Task: Predict the product of the given reaction.. Dataset: Forward reaction prediction with 1.9M reactions from USPTO patents (1976-2016) Given the reactants [F:1][C:2]([F:7])([F:6])[C:3]([OH:5])=[O:4].[NH2:8][CH2:9][CH2:10][NH:11][C:12]1[N:20]=[C:19]2[C:15]([N:16]=[CH:17][N:18]2[C@@H:21]2[CH2:25][C@H:24]([NH:26][C:27](=[O:30])[CH2:28][CH3:29])[C@@H:23]([OH:31])[C@H:22]2[OH:32])=[C:14]([NH:33][CH2:34][CH:35]([C:42]2[CH:47]=[CH:46][CH:45]=[CH:44][CH:43]=2)[C:36]2[CH:41]=[CH:40][CH:39]=[CH:38][CH:37]=2)[N:13]=1.[N:48]1([C:62]2[CH:67]=[CH:66][CH:65]=[CH:64][N:63]=2)[CH2:53][CH2:52][CH:51]([NH:54][C:55](N2C=CN=C2)=[O:56])[CH2:50][CH2:49]1, predict the reaction product. The product is: [C:3]([OH:5])([C:2]([F:7])([F:6])[F:1])=[O:4].[F:1][C:2]([F:7])([F:6])[C:3]([OH:5])=[O:4].[C:42]1([CH:35]([C:36]2[CH:41]=[CH:40][CH:39]=[CH:38][CH:37]=2)[CH2:34][NH:33][C:14]2[N:13]=[C:12]([NH:11][CH2:10][CH2:9][NH:8][C:55]([NH:54][CH:51]3[CH2:50][CH2:49][N:48]([C:62]4[CH:67]=[CH:66][CH:65]=[CH:64][N:63]=4)[CH2:53][CH2:52]3)=[O:56])[N:20]=[C:19]3[C:15]=2[N:16]=[CH:17][N:18]3[C@@H:21]2[CH2:25][C@H:24]([NH:26][C:27](=[O:30])[CH2:28][CH3:29])[C@@H:23]([OH:31])[C@H:22]2[OH:32])[CH:47]=[CH:46][CH:45]=[CH:44][CH:43]=1.